Predict the product of the given reaction. From a dataset of Forward reaction prediction with 1.9M reactions from USPTO patents (1976-2016). (1) Given the reactants C(O[C:6]([NH:8][CH2:9][C@H:10]([CH2:14][C:15]1[CH:20]=[C:19]([Cl:21])[CH:18]=[CH:17][C:16]=1[O:22][CH3:23])[C:11]([OH:13])=[O:12])=O)(C)(C)C.CS(O)(=O)=O.[CH3:29][O:30][C:31]1[CH:38]=[C:37]([O:39][CH3:40])[CH:36]=[C:35]([O:41][CH3:42])[C:32]=1C=O.C(O[BH-](OC(=O)C)OC(=O)C)(=O)C.[Na+].[OH-].[Na+], predict the reaction product. The product is: [Cl:21][C:19]1[CH:18]=[CH:17][C:16]([O:22][CH3:23])=[C:15]([CH:20]=1)[CH2:14][C@@H:10]([CH2:9][NH:8][CH2:6][C:32]1[C:35]([O:41][CH3:42])=[CH:36][C:37]([O:39][CH3:40])=[CH:38][C:31]=1[O:30][CH3:29])[C:11]([OH:13])=[O:12]. (2) Given the reactants Br[C:2]1[CH:3]=[C:4]([C:8]2([CH2:12][NH:13][C:14](=[O:20])[O:15][C:16]([CH3:19])([CH3:18])[CH3:17])[CH2:11][O:10][CH2:9]2)[CH:5]=[CH:6][CH:7]=1.[B:21]1([B:21]2[O:25][C:24]([CH3:27])([CH3:26])[C:23]([CH3:29])([CH3:28])[O:22]2)[O:25][C:24]([CH3:27])([CH3:26])[C:23]([CH3:29])([CH3:28])[O:22]1.CC([O-])=O.[K+].C(Cl)Cl, predict the reaction product. The product is: [CH3:28][C:23]1([CH3:29])[C:24]([CH3:27])([CH3:26])[O:25][B:21]([C:2]2[CH:3]=[C:4]([C:8]3([CH2:12][NH:13][C:14](=[O:20])[O:15][C:16]([CH3:19])([CH3:18])[CH3:17])[CH2:11][O:10][CH2:9]3)[CH:5]=[CH:6][CH:7]=2)[O:22]1.